From a dataset of CYP2D6 inhibition data for predicting drug metabolism from PubChem BioAssay. Regression/Classification. Given a drug SMILES string, predict its absorption, distribution, metabolism, or excretion properties. Task type varies by dataset: regression for continuous measurements (e.g., permeability, clearance, half-life) or binary classification for categorical outcomes (e.g., BBB penetration, CYP inhibition). Dataset: cyp2d6_veith. (1) The molecule is N#Cc1ccc(CN2CC3(CCN(C(=O)c4ccncc4)CC3)C2)cc1. The result is 0 (non-inhibitor). (2) The molecule is CCCCSc1nnc(-c2ccc(C)cc2)n1C. The result is 0 (non-inhibitor). (3) The molecule is Cc1c(C(=O)O)sc2nc(C)n(C)c(=O)c12. The result is 0 (non-inhibitor). (4) The molecule is CCC(=O)N1CCc2cc(S(=O)(=O)NC(C(=O)NCc3ccc(F)cc3)C(C)C)ccc21. The result is 0 (non-inhibitor). (5) The compound is COc1ccc(S(=O)(=O)N2CC3CCCN3c3ccc(C(F)(F)F)cc32)cc1. The result is 0 (non-inhibitor). (6) The result is 0 (non-inhibitor). The drug is O=C(N/N=C1/C[C@@H](O)[C@@H](O)[C@H]2[C@@H]1CC[C@@H]1C(=O)N(Cc3ccc4c(c3)OCO4)C(=O)[C@H]12)OCc1ccccc1. (7) The molecule is O=C(N/C(=C/c1ccco1)C(=O)N1CCCCCC1)c1cccs1. The result is 0 (non-inhibitor). (8) The drug is CCN1CCCC1CNC(=O)c1cc(NC(C)=O)c(N(C)C)cc1OC. The result is 0 (non-inhibitor). (9) The compound is COc1ccc(NC(=O)C2(c3ccc(NC(=O)c4ccc(C)cc4)cc3)CCCC2)cc1. The result is 0 (non-inhibitor).